This data is from Full USPTO retrosynthesis dataset with 1.9M reactions from patents (1976-2016). The task is: Predict the reactants needed to synthesize the given product. (1) The reactants are: [CH:1]1([N:8]2[C:14]3[CH:15]=[CH:16][CH:17]=[CH:18][C:13]=3[N:12]([CH2:19][C:20](O)=[O:21])[C:11](=[O:23])[N:10]([CH2:24][C:25](=[O:34])[NH:26][C:27]3[CH:28]=[C:29]([CH3:33])[CH:30]=[CH:31][CH:32]=3)[C:9]2=[O:35])[CH2:7][CH2:6][CH2:5][CH2:4][CH2:3][CH2:2]1.[NH:36]1[CH2:40][CH2:39][CH2:38][CH2:37]1. Given the product [CH:1]1([N:8]2[C:14]3[CH:15]=[CH:16][CH:17]=[CH:18][C:13]=3[N:12]([CH2:19][C:20](=[O:21])[N:36]3[CH2:40][CH2:39][CH2:38][CH2:37]3)[C:11](=[O:23])[N:10]([CH2:24][C:25]([NH:26][C:27]3[CH:28]=[C:29]([CH3:33])[CH:30]=[CH:31][CH:32]=3)=[O:34])[C:9]2=[O:35])[CH2:7][CH2:6][CH2:5][CH2:4][CH2:3][CH2:2]1, predict the reactants needed to synthesize it. (2) Given the product [Cl:13][C:10]1[C:9]2[C:4](=[CH:5][C:6]([F:15])=[CH:7][C:8]=2[F:14])[N:3]=[C:2]([C:19]2[CH:20]=[N:21][CH:22]=[C:17]([CH3:16])[CH:18]=2)[C:11]=1[CH3:12], predict the reactants needed to synthesize it. The reactants are: Cl[C:2]1[C:11]([CH3:12])=[C:10]([Cl:13])[C:9]2[C:4](=[CH:5][C:6]([F:15])=[CH:7][C:8]=2[F:14])[N:3]=1.[CH3:16][C:17]1[CH:18]=[C:19](B(O)O)[CH:20]=[N:21][CH:22]=1.C(=O)([O-])[O-].[Na+].[Na+].O1CCOCC1. (3) Given the product [CH3:18][C:13]([O:19][CH2:20][CH2:21][CH2:22][CH2:23][CH2:24][CH2:25][C:26]1[N:27]=[C:28]([C:32]2[CH:33]=[CH:34][CH:35]=[CH:36][CH:37]=2)[O:29][C:30]=1[CH3:31])([CH3:12])[CH2:14][OH:15], predict the reactants needed to synthesize it. The reactants are: CCOCC.[H-].[Al+3].[Li+].[H-].[H-].[H-].[CH3:12][C:13]([O:19][CH2:20][CH2:21][CH2:22][CH2:23][CH2:24][CH2:25][C:26]1[N:27]=[C:28]([C:32]2[CH:37]=[CH:36][CH:35]=[CH:34][CH:33]=2)[O:29][C:30]=1[CH3:31])([CH3:18])[C:14](OC)=[O:15].[OH-].[Na+]. (4) Given the product [C:13]1([S:12]([CH2:11][C@@H:10]([OH:19])[CH2:9][N:8]([CH:20]([CH3:37])[CH2:21][CH:22]([C:30]2[CH:31]=[CH:32][C:33]([OH:36])=[CH:34][CH:35]=2)[C:23]2[CH:24]=[CH:25][C:26]([OH:29])=[CH:27][CH:28]=2)[CH2:1][C:2]2[CH:7]=[CH:6][CH:5]=[CH:4][CH:3]=2)(=[O:38])=[O:57])[CH:18]=[CH:17][CH:16]=[CH:15][CH:14]=1, predict the reactants needed to synthesize it. The reactants are: [CH2:1]([N:8]([CH:20]([CH3:37])[CH2:21][CH:22]([C:30]1[CH:35]=[CH:34][C:33]([OH:36])=[CH:32][CH:31]=1)[C:23]1[CH:28]=[CH:27][C:26]([OH:29])=[CH:25][CH:24]=1)[CH2:9][C@H:10]([OH:19])[CH2:11][S:12][C:13]1[CH:18]=[CH:17][CH:16]=[CH:15][CH:14]=1)[C:2]1[CH:7]=[CH:6][CH:5]=[CH:4][CH:3]=1.[OH:38]OS([O-])=O.[K+].S([O-])(O[O-])(=O)=O.[K+].[K+].C(=O)(O)[O-].[Na+].[OH2:57]. (5) Given the product [Cl:4][C:5]1[CH:6]=[C:7]([C:12]2[S:13][C:14]([CH3:21])=[C:15]([C:18]([CH3:20])=[O:19])[C:16]=2[OH:17])[CH:8]=[CH:9][C:10]=1[Cl:11], predict the reactants needed to synthesize it. The reactants are: ClCCl.[Cl:4][C:5]1[CH:6]=[C:7]([CH:12]2[C:16]([OH:17])=[C:15]([C:18]([CH3:20])=[O:19])[CH:14]([CH3:21])[S:13]2)[CH:8]=[CH:9][C:10]=1[Cl:11].S(Cl)(Cl)(=O)=O.O. (6) Given the product [C:7]([NH:1][C:2]1[CH:34]=[C:32]([OH:33])[C:30](=[CH:4][CH:3]=1)[C:29]([OH:38])=[O:37])(=[O:25])[CH2:8][CH2:9][CH2:10][CH2:11][CH2:12][CH2:13][CH2:14]/[CH:15]=[CH:16]/[CH2:17][CH2:18][CH2:19][CH2:20][CH2:21][CH2:22][CH2:23][CH3:24], predict the reactants needed to synthesize it. The reactants are: [N:1]1C=C[CH:4]=[CH:3][CH:2]=1.[C:7](Cl)(=[O:25])[CH2:8][CH2:9][CH2:10][CH2:11][CH2:12][CH2:13][CH2:14]/[CH:15]=[CH:16]/[CH2:17][CH2:18][CH2:19][CH2:20][CH2:21][CH2:22][CH2:23][CH3:24].[OH-].[Na+].[C:29]([OH:38])(=[O:37])[CH:30]([CH:32]([C:34](O)=O)[OH:33])O.